From a dataset of Forward reaction prediction with 1.9M reactions from USPTO patents (1976-2016). Predict the product of the given reaction. (1) Given the reactants C(=O)(O)[O-].[NH4+].[Br:6][CH2:7][C:8]1C=[CH:12][CH:11]=[C:10](CBr)[CH:9]=1.[Br:16]CC1C=CC=CC=1CBr.BrCC1C=CC(CBr)=CC=1.BrCC1C=CC=C(CBr)N=1.BrC/C=C/CBr.[C:52](#N)[CH3:53], predict the reaction product. The product is: [Br:16][C:8]1[C:7]([Br:6])=[C:52]([CH3:53])[C:11]([CH3:12])=[CH:10][CH:9]=1. (2) The product is: [OH:19][CH2:20][CH:21]1[CH2:23][O:24][C:7]2([C:6]3[CH:14]=[CH:15][CH:16]=[CH:17][C:5]=3[C:4]3[O:3][C:2]([CH3:18])([CH3:1])[CH2:11][CH2:10][C:9]=3[C:8]2=[O:12])[O:13]1. Given the reactants [CH3:1][C:2]1([CH3:18])[CH2:11][CH2:10][C:9]2[C:8](=[O:12])[C:7](=[O:13])[C:6]3[CH:14]=[CH:15][CH:16]=[CH:17][C:5]=3[C:4]=2[O:3]1.[OH:19][CH2:20][CH:21]([CH2:23][OH:24])O.O.C1(C)C=CC(S(O)(=O)=O)=CC=1, predict the reaction product.